From a dataset of Full USPTO retrosynthesis dataset with 1.9M reactions from patents (1976-2016). Predict the reactants needed to synthesize the given product. (1) Given the product [CH3:24][C:4]1[N:5]([C:7]2[N:12]=[C:11]([CH3:13])[CH:10]=[C:9]([C:14]3[CH:19]=[CH:18][C:17]([C:20]([F:23])([F:22])[F:21])=[CH:16][CH:15]=3)[N:8]=2)[CH:6]=[C:2]([C:29]2[CH:30]=[CH:31][C:26]([NH2:25])=[N:27][CH:28]=2)[N:3]=1, predict the reactants needed to synthesize it. The reactants are: Br[C:2]1[N:3]=[C:4]([CH3:24])[N:5]([C:7]2[N:12]=[C:11]([CH3:13])[CH:10]=[C:9]([C:14]3[CH:19]=[CH:18][C:17]([C:20]([F:23])([F:22])[F:21])=[CH:16][CH:15]=3)[N:8]=2)[CH:6]=1.[NH2:25][C:26]1[CH:31]=[CH:30][C:29](B2OC(C)(C)C(C)(C)O2)=[CH:28][N:27]=1. (2) Given the product [Br:1][C:2]1[C:3]([CH2:8][O:9][Si:10]([C:13]([CH3:16])([CH3:15])[CH3:14])([CH3:12])[CH3:11])=[N:4][N:5]([CH3:7])[CH:6]=1, predict the reactants needed to synthesize it. The reactants are: [Br:1][C:2]1[C:3]([CH2:8][OH:9])=[N:4][N:5]([CH3:7])[CH:6]=1.[Si:10](Cl)([C:13]([CH3:16])([CH3:15])[CH3:14])([CH3:12])[CH3:11].N1C=CN=C1.C(Cl)Cl.